This data is from Forward reaction prediction with 1.9M reactions from USPTO patents (1976-2016). The task is: Predict the product of the given reaction. Given the reactants Cl[C:2]1[CH:7]=[C:6]([Cl:8])[N:5]=[C:4]([S:9][CH3:10])[N:3]=1.CCN(C(C)C)C(C)C.[CH:20]12[CH2:26][CH:23]([NH:24][CH2:25]1)[CH2:22][O:21]2.O, predict the reaction product. The product is: [Cl:8][C:6]1[N:5]=[C:4]([S:9][CH3:10])[N:3]=[C:2]([N:24]2[CH2:25][C@@H:20]3[CH2:26][C@H:23]2[CH2:22][O:21]3)[CH:7]=1.